This data is from Retrosynthesis with 50K atom-mapped reactions and 10 reaction types from USPTO. The task is: Predict the reactants needed to synthesize the given product. Given the product Cc1c(-c2cnn(-c3ccc(C(=O)N4CCC[C@H](N(C)CC(F)F)C4)cn3)c2O)ccc(C#N)c1F, predict the reactants needed to synthesize it. The reactants are: CN(CC(F)F)[C@H]1CCCNC1.Cc1c(-c2cnn(-c3ccc(C(=O)O)cn3)c2O)ccc(C#N)c1F.